Dataset: NCI-60 drug combinations with 297,098 pairs across 59 cell lines. Task: Regression. Given two drug SMILES strings and cell line genomic features, predict the synergy score measuring deviation from expected non-interaction effect. (1) Drug 1: CC1=CC2C(CCC3(C2CCC3(C(=O)C)OC(=O)C)C)C4(C1=CC(=O)CC4)C. Drug 2: CC1C(C(CC(O1)OC2CC(CC3=C2C(=C4C(=C3O)C(=O)C5=CC=CC=C5C4=O)O)(C(=O)C)O)N)O. Cell line: RXF 393. Synergy scores: CSS=52.2, Synergy_ZIP=-1.16, Synergy_Bliss=-1.95, Synergy_Loewe=-8.60, Synergy_HSA=0.801. (2) Drug 1: C(CC(=O)O)C(=O)CN.Cl. Drug 2: B(C(CC(C)C)NC(=O)C(CC1=CC=CC=C1)NC(=O)C2=NC=CN=C2)(O)O. Synergy scores: CSS=13.5, Synergy_ZIP=-5.85, Synergy_Bliss=-2.93, Synergy_Loewe=-42.9, Synergy_HSA=-5.38. Cell line: NCI/ADR-RES. (3) Synergy scores: CSS=15.7, Synergy_ZIP=-7.14, Synergy_Bliss=-3.99, Synergy_Loewe=0.651, Synergy_HSA=1.26. Drug 2: C1CCC(C(C1)N)N.C(=O)(C(=O)[O-])[O-].[Pt+4]. Drug 1: C1CN(CCN1C(=O)CCBr)C(=O)CCBr. Cell line: MDA-MB-231.